This data is from Forward reaction prediction with 1.9M reactions from USPTO patents (1976-2016). The task is: Predict the product of the given reaction. (1) Given the reactants [NH2:1][C:2]1[CH:18]=[CH:17][C:5]2[N:6]([CH2:10][C:11]3[CH:16]=[CH:15][CH:14]=[CH:13][CH:12]=3)[C:7](=[O:9])[S:8][C:4]=2[CH:3]=1.Br[C:20]1[CH:32]=[CH:31][C:30]([Cl:33])=[CH:29][C:21]=1[C:22]([O:24][C:25]([CH3:28])([CH3:27])[CH3:26])=[O:23].C(=O)([O-])[O-].[Cs+].[Cs+].C1(C)C=CC=CC=1, predict the reaction product. The product is: [CH2:10]([N:6]1[C:5]2[CH:17]=[CH:18][C:2]([NH:1][C:20]3[CH:32]=[CH:31][C:30]([Cl:33])=[CH:29][C:21]=3[C:22]([O:24][C:25]([CH3:26])([CH3:27])[CH3:28])=[O:23])=[CH:3][C:4]=2[S:8][C:7]1=[O:9])[C:11]1[CH:16]=[CH:15][CH:14]=[CH:13][CH:12]=1. (2) Given the reactants [N:1]([CH2:4][C@H:5]1[CH:14]=[CH:13][C:12]2[C:7](=[C:8]([C:16]3[C:21]([Cl:22])=[CH:20][CH:19]=[CH:18][C:17]=3[Cl:23])[CH:9]=[C:10]([F:15])[CH:11]=2)[O:6]1)=[N+]=[N-].C1(P(C2C=CC=CC=2)C2C=CC=CC=2)C=CC=CC=1, predict the reaction product. The product is: [Cl:23][C:17]1[CH:18]=[CH:19][CH:20]=[C:21]([Cl:22])[C:16]=1[C:8]1[CH:9]=[C:10]([F:15])[CH:11]=[C:12]2[C:7]=1[O:6][C@@H:5]([CH2:4][NH2:1])[CH:14]=[CH:13]2.